This data is from NCI-60 drug combinations with 297,098 pairs across 59 cell lines. The task is: Regression. Given two drug SMILES strings and cell line genomic features, predict the synergy score measuring deviation from expected non-interaction effect. (1) Drug 1: CC12CCC(CC1=CCC3C2CCC4(C3CC=C4C5=CN=CC=C5)C)O. Drug 2: CC(C)CN1C=NC2=C1C3=CC=CC=C3N=C2N. Cell line: OVCAR3. Synergy scores: CSS=10.2, Synergy_ZIP=-2.24, Synergy_Bliss=3.45, Synergy_Loewe=0.845, Synergy_HSA=0.865. (2) Drug 1: C1=CC(=CC=C1CC(C(=O)O)N)N(CCCl)CCCl.Cl. Drug 2: C1CN1P(=S)(N2CC2)N3CC3. Cell line: ACHN. Synergy scores: CSS=52.2, Synergy_ZIP=-1.82, Synergy_Bliss=2.25, Synergy_Loewe=1.98, Synergy_HSA=5.35.